Task: Predict which catalyst facilitates the given reaction.. Dataset: Catalyst prediction with 721,799 reactions and 888 catalyst types from USPTO (1) Reactant: [C:1]([O:5][C:6]([NH:8][C@@H:9]([CH:18]([CH3:20])[CH3:19])[C:10](=O)[CH2:11][C:12]([O:14][CH2:15][CH3:16])=[O:13])=[O:7])([CH3:4])([CH3:3])[CH3:2].CC(C)([O-])C.[K+].N12CCN(CC1)CC2.C[N:36](/[CH:38]=[C:39](\[Cl:44])/[CH:40]=[N+](C)C)C.F[P-](F)(F)(F)(F)F.C([O-])(=O)C.[NH4+]. Product: [C:1]([O:5][C:6]([NH:8][C@H:9]([C:10]1[N:36]=[CH:38][C:39]([Cl:44])=[CH:40][C:11]=1[C:12]([O:14][CH2:15][CH3:16])=[O:13])[CH:18]([CH3:20])[CH3:19])=[O:7])([CH3:4])([CH3:3])[CH3:2]. The catalyst class is: 1. (2) Reactant: FC1C(NC2C=C(OC(C)C)NN=2)=NC([NH:10][C@H:11]([C:14]2[CH:19]=[CH:18][C:17]([F:20])=[CH:16][CH:15]=2)[CH2:12][OH:13])=C(C=1)C#N.[CH3:31][OH:32]. Product: [NH2:10][C:11]([C:14]1[CH:15]=[CH:16][C:17]([F:20])=[CH:18][CH:19]=1)([CH2:12][OH:13])[CH2:31][OH:32]. The catalyst class is: 181. (3) Reactant: [Si]([O:8][CH2:9][C:10]1([CH3:35])[S:16][CH2:15][CH2:14][N:13]2[C:17]([C:20]3([C:23]4[CH:28]=[CH:27][C:26]([C:29]5[CH:34]=[CH:33][N:32]=[CH:31][CH:30]=5)=[CH:25][CH:24]=4)[CH2:22][CH2:21]3)=[N:18][N:19]=[C:12]2[CH2:11]1)(C(C)(C)C)(C)C.Cl. Product: [CH3:35][C:10]1([CH2:9][OH:8])[S:16][CH2:15][CH2:14][N:13]2[C:17]([C:20]3([C:23]4[CH:28]=[CH:27][C:26]([C:29]5[CH:30]=[CH:31][N:32]=[CH:33][CH:34]=5)=[CH:25][CH:24]=4)[CH2:22][CH2:21]3)=[N:18][N:19]=[C:12]2[CH2:11]1. The catalyst class is: 5. (4) Reactant: [H-].[Na+].[CH3:3][O:4][C:5]([C:7]1[C:19]2[C:18]3[C:13](=[CH:14][CH:15]=[CH:16][CH:17]=3)[NH:12][C:11]=2[CH:10]=[CH:9][CH:8]=1)=[O:6].[Br:20][C:21]1[CH:28]=[C:27](F)[CH:26]=[CH:25][C:22]=1[C:23]#[N:24]. Product: [CH3:3][O:4][C:5]([C:7]1[C:19]2[C:18]3[C:13](=[CH:14][CH:15]=[CH:16][CH:17]=3)[N:12]([C:27]3[CH:26]=[CH:25][C:22]([C:23]#[N:24])=[C:21]([Br:20])[CH:28]=3)[C:11]=2[CH:10]=[CH:9][CH:8]=1)=[O:6]. The catalyst class is: 9. (5) Reactant: [CH3:1][C:2]1[C:3]([O:12][C:13]2[C:18]([CH3:19])=[CH:17][C:16]([CH3:20])=[CH:15][C:14]=2[CH3:21])=[N:4][C:5]([CH3:11])=[CH:6][C:7]=1[NH:8][CH2:9][CH3:10].C(N(CC)CC)C.[F:36][C:35]([F:38])([F:37])[C:34](O[C:34](=[O:39])[C:35]([F:38])([F:37])[F:36])=[O:39]. Product: [CH3:1][C:2]1[C:3]([O:12][C:13]2[C:18]([CH3:19])=[CH:17][C:16]([CH3:20])=[CH:15][C:14]=2[CH3:21])=[N:4][C:5]([CH3:11])=[CH:6][C:7]=1[N:8]([CH2:9][CH3:10])[C:34](=[O:39])[C:35]([F:36])([F:37])[F:38]. The catalyst class is: 2. (6) Reactant: [Cl:1][C:2]1[CH:7]=[CH:6][CH:5]=[CH:4][C:3]=1B(O)O.[C:11]([C:15]1[CH:20]=[CH:19][C:18]([NH:21][C:22]([C:24]2[CH:29]=[CH:28][C:27](Br)=[CH:26][N:25]=2)=[O:23])=[CH:17][CH:16]=1)([CH3:14])([CH3:13])[CH3:12].C([O-])([O-])=O.[Na+].[Na+]. Product: [C:11]([C:15]1[CH:20]=[CH:19][C:18]([NH:21][C:22]([C:24]2[CH:29]=[CH:28][C:27]([C:3]3[CH:4]=[CH:5][CH:6]=[CH:7][C:2]=3[Cl:1])=[CH:26][N:25]=2)=[O:23])=[CH:17][CH:16]=1)([CH3:14])([CH3:12])[CH3:13]. The catalyst class is: 57.